From a dataset of Full USPTO retrosynthesis dataset with 1.9M reactions from patents (1976-2016). Predict the reactants needed to synthesize the given product. (1) Given the product [CH3:1][O:2][C:3]1[CH:4]=[CH:5][C:6]2[O:11][CH:10]=[C:9]([CH2:12][NH:13][C:25]([CH:22]3[CH2:24][CH2:23]3)=[O:26])[O:8][C:7]=2[CH:14]=1, predict the reactants needed to synthesize it. The reactants are: [CH3:1][O:2][C:3]1[CH:4]=[CH:5][C:6]2[O:11][CH:10]=[C:9]([CH2:12][NH2:13])[O:8][C:7]=2[CH:14]=1.C(N(CC)CC)C.[CH:22]1([C:25](Cl)=[O:26])[CH2:24][CH2:23]1.Cl. (2) The reactants are: C(S([O-])=O)O.[Na+].[C:7](#[N:10])[CH:8]=[CH2:9].[CH2:11]=[CH:12][C:13]1[CH:18]=[CH:17][CH:16]=[CH:15][CH:14]=1.C(OO)(C)(C)C.C(ON(OC(=O)C)CCN(OC(=O)C)OC(=O)C)(=O)C.[Na].[Na]. Given the product [CH2:9]=[CH:8][C:7]#[N:10].[CH2:11]=[CH:12][C:13]1[CH:18]=[CH:17][CH:16]=[CH:15][CH:14]=1, predict the reactants needed to synthesize it. (3) Given the product [CH3:2][O:3][C:4]1[CH:5]=[C:6]2[C:11](=[C:12]([N:14]3[CH2:15][CH2:16][N:17]([CH3:20])[CH2:18][CH2:19]3)[CH:13]=1)[O:10][CH:9]([C:21]([NH:34][C:33]1[CH:32]=[CH:31][C:30]([C:28]3[O:27][N:26]=[C:25]([CH3:24])[N:29]=3)=[CH:36][CH:35]=1)=[O:23])[CH2:8][CH2:7]2, predict the reactants needed to synthesize it. The reactants are: Cl.[CH3:2][O:3][C:4]1[CH:5]=[C:6]2[C:11](=[C:12]([N:14]3[CH2:19][CH2:18][N:17]([CH3:20])[CH2:16][CH2:15]3)[CH:13]=1)[O:10][CH:9]([C:21]([OH:23])=O)[CH2:8][CH2:7]2.[CH3:24][C:25]1[N:29]=[C:28]([C:30]2[CH:36]=[CH:35][C:33]([NH2:34])=[CH:32][CH:31]=2)[O:27][N:26]=1. (4) Given the product [NH2:11][C:7]1[N:6]=[C:5]([CH2:4][OH:3])[CH:10]=[CH:9][N:8]=1, predict the reactants needed to synthesize it. The reactants are: Cl.C[O:3][CH:4](OC)[C:5]1[CH:10]=[CH:9][N:8]=[C:7]([NH2:11])[N:6]=1.C([O-])([O-])=O.[Na+].[Na+].[BH4-].[Na+].[OH-].[Na+]. (5) The reactants are: [CH3:1][C:2]([CH3:7])([CH3:6])[C:3](Cl)=[O:4].[NH2:8][C:9]1[CH:17]=[C:16]([F:18])[CH:15]=[C:14]([F:19])[C:10]=1[C:11]([OH:13])=[O:12].N1C=CC=CC=1. Given the product [CH3:1][C:2]([CH3:7])([CH3:6])[C:3]([NH:8][C:9]1[CH:17]=[C:16]([F:18])[CH:15]=[C:14]([F:19])[C:10]=1[C:11]([OH:13])=[O:12])=[O:4], predict the reactants needed to synthesize it. (6) The reactants are: Cl.[CH:2]1[C:14]2[CH:13]([CH2:15][O:16][C:17]([NH:19][C:20]3[CH:25]=[CH:24][CH:23]=[CH:22][C:21]=3[CH:26]3[CH2:31][CH2:30][NH:29][CH2:28][CH2:27]3)=[O:18])[C:12]3[C:7](=[CH:8][CH:9]=[CH:10][CH:11]=3)[C:6]=2[CH:5]=[CH:4][CH:3]=1.CCN(C(C)C)C(C)C.[NH:41]([C:54]([O:56][C:57]([CH3:60])([CH3:59])[CH3:58])=[O:55])[C@@H:42]([C:51](O)=[O:52])[CH2:43][C:44]1[CH:49]=[CH:48][C:47]([Cl:50])=[CH:46][CH:45]=1.C1C=NC2N(O)N=NC=2C=1.C(Cl)CCl. Given the product [Cl:50][C:47]1[CH:48]=[CH:49][C:44]([CH2:43][C@@H:42]([NH:41][C:54]([O:56][C:57]([CH3:60])([CH3:59])[CH3:58])=[O:55])[C:51]([N:29]2[CH2:28][CH2:27][CH:26]([C:21]3[CH:22]=[CH:23][CH:24]=[CH:25][C:20]=3[NH:19][C:17]([O:16][CH2:15][CH:13]3[C:12]4[CH:11]=[CH:10][CH:9]=[CH:8][C:7]=4[C:6]4[C:14]3=[CH:2][CH:3]=[CH:4][CH:5]=4)=[O:18])[CH2:31][CH2:30]2)=[O:52])=[CH:45][CH:46]=1, predict the reactants needed to synthesize it. (7) Given the product [CH3:18][O:19][C:20]1[CH:25]=[CH:24][C:23]([NH:26][C:27]([NH:17][C:13]2[CH:14]=[CH:15][CH:16]=[C:11]([C:2]3[CH:3]=[N:4][C:5]4[C:10](=[CH:9][CH:8]=[CH:7][CH:6]=4)[N:1]=3)[CH:12]=2)=[O:28])=[CH:22][CH:21]=1, predict the reactants needed to synthesize it. The reactants are: [N:1]1[C:10]2[C:5](=[CH:6][CH:7]=[CH:8][CH:9]=2)[N:4]=[CH:3][C:2]=1[C:11]1[CH:12]=[C:13]([NH2:17])[CH:14]=[CH:15][CH:16]=1.[CH3:18][O:19][C:20]1[CH:25]=[CH:24][C:23]([N:26]=[C:27]=[O:28])=[CH:22][CH:21]=1.